Dataset: Catalyst prediction with 721,799 reactions and 888 catalyst types from USPTO. Task: Predict which catalyst facilitates the given reaction. (1) Reactant: [CH3:1][N:2]1[C:10]2[C:5](=[CH:6][C:7]([CH:11]3[C:16](=O)[NH:15][CH2:14][CH2:13][N:12]3[C:18]([O:20][C:21]([CH3:24])([CH3:23])[CH3:22])=[O:19])=[CH:8][CH:9]=2)[CH:4]=[N:3]1.B. Product: [CH3:1][N:2]1[C:10]2[C:5](=[CH:6][C:7]([CH:11]3[CH2:16][NH:15][CH2:14][CH2:13][N:12]3[C:18]([O:20][C:21]([CH3:24])([CH3:23])[CH3:22])=[O:19])=[CH:8][CH:9]=2)[CH:4]=[N:3]1. The catalyst class is: 1. (2) Reactant: [CH:1]1([C@H:7]([NH:50]C(=O)OC(C)(C)C)[C:8]([NH:10][C@H:11]([C:16]([N:18]2[C@H:29]([C:30](=[O:49])[NH:31][C@:32]3([C:37](=[O:48])[NH:38][S:39]([C:42]4([CH2:45][CH2:46][CH3:47])[CH2:44][CH2:43]4)(=[O:41])=[O:40])[CH2:34][C@H:33]3[CH:35]=[CH2:36])[CH2:28][C@:20]3([C:25]([CH3:27])([CH3:26])[C:21]43[CH2:24][CH2:23][CH2:22]4)[CH2:19]2)=[O:17])[C:12]([CH3:15])([CH3:14])[CH3:13])=[O:9])[CH2:6][CH2:5][CH2:4][CH2:3][CH2:2]1.Cl. Product: [NH2:50][C@@H:7]([CH:1]1[CH2:6][CH2:5][CH2:4][CH2:3][CH2:2]1)[C:8]([NH:10][C@@H:11]([C:12]([CH3:14])([CH3:13])[CH3:15])[C:16]([N:18]1[C@H:29]([C:30]([NH:31][C@:32]2([C:37](=[O:48])[NH:38][S:39]([C:42]3([CH2:45][CH2:46][CH3:47])[CH2:44][CH2:43]3)(=[O:40])=[O:41])[CH2:34][C@H:33]2[CH:35]=[CH2:36])=[O:49])[CH2:28][C@:20]2([C:25]([CH3:27])([CH3:26])[C:21]32[CH2:22][CH2:23][CH2:24]3)[CH2:19]1)=[O:17])=[O:9]. The catalyst class is: 12.